This data is from Forward reaction prediction with 1.9M reactions from USPTO patents (1976-2016). The task is: Predict the product of the given reaction. (1) Given the reactants [Cl-].[CH2:2]([N+:4]1([CH2:9][O:10][CH3:11])[CH2:8][CH2:7][CH2:6][CH2:5]1)[CH3:3].[FH:12], predict the reaction product. The product is: [FH:12].[F-:12].[CH2:2]([N+:4]1([CH2:9][O:10][CH3:11])[CH2:8][CH2:7][CH2:6][CH2:5]1)[CH3:3]. (2) Given the reactants [NH2:1][C:2]1[C:11]2[CH:10]=[CH:9][CH:8]=[C:7](Br)[C:6]=2[N:5]=[C:4]2[CH2:13][N:14]([CH2:17][CH3:18])[C:15](=[O:16])[C:3]=12.[CH3:19][O:20][C:21]1[C:26](B(O)O)=[CH:25][CH:24]=[C:23]([O:30][CH3:31])[N:22]=1, predict the reaction product. The product is: [NH2:1][C:2]1[C:11]2[CH:10]=[CH:9][CH:8]=[C:7]([C:26]3[C:21]([O:20][CH3:19])=[N:22][C:23]([O:30][CH3:31])=[CH:24][CH:25]=3)[C:6]=2[N:5]=[C:4]2[CH2:13][N:14]([CH2:17][CH3:18])[C:15](=[O:16])[C:3]=12. (3) The product is: [F:39][C:40]1[CH:45]=[C:44](/[CH:46]=[CH:3]/[O:4][CH3:5])[CH:43]=[C:42]([F:48])[C:41]=1[C:49]1[N:54]=[C:53]([C:55]([O:57][CH3:58])=[O:56])[CH:52]=[CH:51][C:50]=1[F:59]. Given the reactants C1[CH2:5][O:4][CH2:3]C1.[Li+].C[Si]([N-][Si](C)(C)C)(C)C.[Cl-].COC[P+](C1C=CC=CC=1)(C1C=CC=CC=1)C1C=CC=CC=1.[F:39][C:40]1[CH:45]=[C:44]([CH:46]=O)[CH:43]=[C:42]([F:48])[C:41]=1[C:49]1[N:54]=[C:53]([C:55]([O:57][CH3:58])=[O:56])[CH:52]=[CH:51][C:50]=1[F:59], predict the reaction product. (4) Given the reactants C([Li])CCC.Br[C:7]1[CH:12]=[CH:11][C:10]([S:13][CH3:14])=[C:9]([Cl:15])[CH:8]=1.C([O:19][B:20](OC(C)C)[O:21]C(C)C)(C)C.Cl, predict the reaction product. The product is: [Cl:15][C:9]1[CH:8]=[C:7]([B:20]([OH:21])[OH:19])[CH:12]=[CH:11][C:10]=1[S:13][CH3:14]. (5) Given the reactants Cl.Cl[C:3]1[CH:8]=[CH:7][N:6]=[CH:5][N:4]=1.[NH:9]1[CH2:14][CH2:13][CH:12]([C:15]([O:17][CH2:18][CH3:19])=[O:16])[CH2:11][CH2:10]1, predict the reaction product. The product is: [N:6]1[CH:7]=[CH:8][C:3]([N:9]2[CH2:14][CH2:13][CH:12]([C:15]([O:17][CH2:18][CH3:19])=[O:16])[CH2:11][CH2:10]2)=[N:4][CH:5]=1. (6) Given the reactants [F:1][C:2]1[CH:11]=[C:10]([NH:12][C:13]([C:15]2[C:24]([O:25]COC)=[CH:23][C:22]3[C:21]([CH3:30])([CH3:29])[CH2:20][CH2:19][C:18]([CH3:32])([CH3:31])[C:17]=3[CH:16]=2)=[O:14])[CH:9]=[C:8]([F:33])[C:3]=1[C:4]([O:6]C)=[O:5], predict the reaction product. The product is: [F:1][C:2]1[CH:11]=[C:10]([NH:12][C:13]([C:15]2[C:24]([OH:25])=[CH:23][C:22]3[C:21]([CH3:29])([CH3:30])[CH2:20][CH2:19][C:18]([CH3:32])([CH3:31])[C:17]=3[CH:16]=2)=[O:14])[CH:9]=[C:8]([F:33])[C:3]=1[C:4]([OH:6])=[O:5].